This data is from Peptide-MHC class I binding affinity with 185,985 pairs from IEDB/IMGT. The task is: Regression. Given a peptide amino acid sequence and an MHC pseudo amino acid sequence, predict their binding affinity value. This is MHC class I binding data. The peptide sequence is NQLYLTVSF. The MHC is HLA-A31:01 with pseudo-sequence HLA-A31:01. The binding affinity (normalized) is 0.0847.